From a dataset of NCI-60 drug combinations with 297,098 pairs across 59 cell lines. Regression. Given two drug SMILES strings and cell line genomic features, predict the synergy score measuring deviation from expected non-interaction effect. Drug 1: CNC(=O)C1=CC=CC=C1SC2=CC3=C(C=C2)C(=NN3)C=CC4=CC=CC=N4. Drug 2: CC(CN1CC(=O)NC(=O)C1)N2CC(=O)NC(=O)C2. Cell line: RPMI-8226. Synergy scores: CSS=20.0, Synergy_ZIP=0.231, Synergy_Bliss=0.158, Synergy_Loewe=-4.97, Synergy_HSA=-3.49.